Dataset: Full USPTO retrosynthesis dataset with 1.9M reactions from patents (1976-2016). Task: Predict the reactants needed to synthesize the given product. (1) Given the product [NH2:20][C:21]1[N:22]=[C:23]([Cl:42])[C:24]2=[C:25]([N:27]([CH2:31][C:32]3[C:37]([CH3:38])=[C:36]([O:39][CH3:40])[C:35]([CH3:41])=[CH:34][N:33]=3)[C:28](=[O:30])/[C:29]/2=[CH:15]\[C:12]2[NH:11][C:10]([CH3:17])=[C:9]([C:7]([NH:6][CH2:5][CH2:4][N:3]([CH2:18][CH3:19])[CH2:1][CH3:2])=[O:8])[C:13]=2[CH3:14])[N:26]=1, predict the reactants needed to synthesize it. The reactants are: [CH2:1]([N:3]([CH2:18][CH3:19])[CH2:4][CH2:5][NH:6][C:7]([C:9]1[C:13]([CH3:14])=[C:12]([CH:15]=O)[NH:11][C:10]=1[CH3:17])=[O:8])[CH3:2].[NH2:20][C:21]1[N:22]=[C:23]([Cl:42])[C:24]2[CH2:29][C:28](=[O:30])[N:27]([CH2:31][C:32]3[C:37]([CH3:38])=[C:36]([O:39][CH3:40])[C:35]([CH3:41])=[CH:34][N:33]=3)[C:25]=2[N:26]=1.N1CCCCC1. (2) Given the product [Cl:1][C:2]1[CH:3]=[N:4][C:5]2[N:6]([N:8]=[C:9]([C:11]([N:27]3[CH2:26][CH2:25][N:24]4[C:20]([C:18]5[CH:19]=[N:14][CH:15]=[N:16][CH:17]=5)=[CH:21][CH:22]=[C:23]4[CH2:28]3)=[O:13])[CH:10]=2)[CH:7]=1, predict the reactants needed to synthesize it. The reactants are: [Cl:1][C:2]1[CH:3]=[N:4][C:5]2[N:6]([N:8]=[C:9]([C:11]([OH:13])=O)[CH:10]=2)[CH:7]=1.[N:14]1[CH:19]=[C:18]([C:20]2[N:24]3[CH2:25][CH2:26][NH:27][CH2:28][C:23]3=[CH:22][CH:21]=2)[CH:17]=[N:16][CH:15]=1. (3) Given the product [Cl:1][C:19]1[C:18]([CH:22]2[CH2:24][CH2:23]2)=[N:17][CH:16]=[C:15]([CH:12]2[CH2:14][CH2:13]2)[N:20]=1, predict the reactants needed to synthesize it. The reactants are: [Cl:1]C1C(CC)=NC=C(CC)N=1.[CH:12]1([CH:15]2[NH:20][C:19](=O)[CH:18]([CH:22]3[CH2:24][CH2:23]3)[NH:17][C:16]2=O)[CH2:14][CH2:13]1.